From a dataset of Full USPTO retrosynthesis dataset with 1.9M reactions from patents (1976-2016). Predict the reactants needed to synthesize the given product. (1) Given the product [OH:19][CH2:18][C:17]([NH:1][CH2:2][C@H:3]1[O:8][CH2:7][CH2:6][N:5]([C:9]([O:11][C:12]([CH3:15])([CH3:14])[CH3:13])=[O:10])[CH2:4]1)=[O:16], predict the reactants needed to synthesize it. The reactants are: [NH2:1][CH2:2][C@H:3]1[O:8][CH2:7][CH2:6][N:5]([C:9]([O:11][C:12]([CH3:15])([CH3:14])[CH3:13])=[O:10])[CH2:4]1.[OH:16][CH2:17][C:18](O)=[O:19].Cl.C(N=C=NCCCN(C)C)C. (2) Given the product [CH2:1]([O:8][C:9]1[CH:10]=[C:11]2[C:15](=[CH:16][CH:17]=1)[N:14]([CH:21]([CH2:20][CH2:25][CH3:26])[CH3:22])[CH:13]=[CH:12]2)[C:2]1[CH:3]=[CH:4][CH:5]=[CH:6][CH:7]=1, predict the reactants needed to synthesize it. The reactants are: [CH2:1]([O:8][C:9]1[CH:10]=[C:11]2[C:15](=[CH:16][CH:17]=1)[NH:14][CH:13]=[CH:12]2)[C:2]1[CH:7]=[CH:6][CH:5]=[CH:4][CH:3]=1.[H-].[Na+].[CH2:20]([C:25]1C=C(C)C=C[C:26]=1S([O-])(=O)=O)[CH2:21][CH2:22]CC.O. (3) Given the product [Br-:7].[CH3:14][O:13][CH2:12][CH2:11][O:10][CH2:9][CH2:8][N+:2]1([CH3:1])[CH2:6][CH2:5][CH2:4][CH2:3]1, predict the reactants needed to synthesize it. The reactants are: [CH3:1][N:2]1[CH2:6][CH2:5][CH2:4][CH2:3]1.[Br:7][CH2:8][CH2:9][O:10][CH2:11][CH2:12][O:13][CH3:14]. (4) Given the product [F:1][C:2]([F:11])([F:10])[CH2:3][CH:4]1[CH2:5][CH2:6][NH:7][CH2:8]1, predict the reactants needed to synthesize it. The reactants are: [F:1][C:2]([F:11])([F:10])[CH2:3][CH:4]1[CH2:8][NH:7][C:6](=O)[CH2:5]1.[H-].[H-].[H-].[H-].[Li+].[Al+3]. (5) Given the product [OH:16][CH2:15][CH2:17][N:18]1[CH:7]=[CH:6][C:5]2[C:10](=[CH:11][CH:12]=[CH:13][C:4]=2[N+:1]([O-:3])=[O:2])[C:9]1=[O:14], predict the reactants needed to synthesize it. The reactants are: [N+:1]([C:4]1[CH:13]=[CH:12][CH:11]=[C:10]2[C:5]=1[CH:6]=[CH:7]O[C:9]2=[O:14])([O-:3])=[O:2].[CH2:15]([CH2:17][NH2:18])[OH:16].CCN(CC)CC. (6) The reactants are: [CH2:1]([O:3][C:4](=[O:12])[C:5]1[CH:10]=[CH:9][CH:8]=[N:7][C:6]=1Cl)[CH3:2].[OH:13][C:14]1[CH:15]=[CH:16][C:17]2[C:18]([CH:22]=1)=[N:19][O:20][N:21]=2.C(=O)([O-])[O-].[Cs+].[Cs+].O. Given the product [CH2:1]([O:3][C:4](=[O:12])[C:5]1[CH:10]=[CH:9][CH:8]=[N:7][C:6]=1[O:13][C:14]1[CH:15]=[CH:16][C:17]2=[N:21][O:20][N:19]=[C:18]2[CH:22]=1)[CH3:2], predict the reactants needed to synthesize it. (7) Given the product [CH:1]1([S:7]([C:10]2[CH:11]=[CH:12][C:13]([CH2:14][NH2:15])=[CH:19][CH:20]=2)(=[O:9])=[O:8])[CH2:6][CH2:5][CH2:4][CH2:3][CH2:2]1, predict the reactants needed to synthesize it. The reactants are: [CH:1]1([S:7]([C:10]2[CH:20]=[CH:19][C:13]([CH2:14][NH:15]C(=O)C)=[CH:12][CH:11]=2)(=[O:9])=[O:8])[CH2:6][CH2:5][CH2:4][CH2:3][CH2:2]1.Cl. (8) The reactants are: [Cl:1][C:2]1[CH:7]=[CH:6][C:5]([CH2:8][C@@H:9]([NH:29]C(=O)OC(C)(C)C)[C:10]([N:12]2[CH2:17][CH2:16][N:15]([C:18]3[C:19]4[C@H:26]([CH3:27])[CH2:25][CH2:24][C:20]=4[N:21]=[CH:22][N:23]=3)[C@@H:14]([CH3:28])[CH2:13]2)=[O:11])=[CH:4][CH:3]=1.[ClH:37]. Given the product [ClH:1].[ClH:37].[NH2:29][C@H:9]([CH2:8][C:5]1[CH:6]=[CH:7][C:2]([Cl:1])=[CH:3][CH:4]=1)[C:10]([N:12]1[CH2:17][CH2:16][N:15]([C:18]2[C:19]3[C@H:26]([CH3:27])[CH2:25][CH2:24][C:20]=3[N:21]=[CH:22][N:23]=2)[C@@H:14]([CH3:28])[CH2:13]1)=[O:11], predict the reactants needed to synthesize it. (9) Given the product [N:28]1[NH:35][N:36]=[N:37][C:27]=1[CH2:26][CH2:25][N:21]1[C:22]2[C:18](=[CH:17][C:16]([NH:15][C:13]([C:10]3([C:8]4[CH:7]=[CH:6][C:5]5[O:1][CH2:2][O:3][C:4]=5[CH:9]=4)[CH2:12][CH2:11]3)=[O:14])=[CH:24][CH:23]=2)[CH:19]=[C:20]1[C:29]([CH3:32])([CH3:31])[CH3:30], predict the reactants needed to synthesize it. The reactants are: [O:1]1[C:5]2[CH:6]=[CH:7][C:8]([C:10]3([C:13]([NH:15][C:16]4[CH:17]=[C:18]5[C:22](=[CH:23][CH:24]=4)[N:21]([CH2:25][CH2:26][C:27]#[N:28])[CH:20]([C:29]([CH3:32])([CH3:31])[CH3:30])[CH2:19]5)=[O:14])[CH2:12][CH2:11]3)=[CH:9][C:4]=2[O:3][CH2:2]1.[NH4+].[Cl-].[N-:35]=[N+:36]=[N-:37].[Na+]. (10) Given the product [Br:11][CH2:12][CH2:13][CH2:14][CH2:15][CH2:16][CH2:17][CH2:18][CH2:19][CH2:20][CH2:21][O:22][CH2:3][C:4]1[CH:9]=[CH:8][CH:7]=[CH:6][CH:5]=1, predict the reactants needed to synthesize it. The reactants are: [H-].[Na+].[CH2:3](Br)[C:4]1[CH:9]=[CH:8][CH:7]=[CH:6][CH:5]=1.[Br:11][CH2:12][CH2:13][CH2:14][CH2:15][CH2:16][CH2:17][CH2:18][CH2:19][CH2:20][CH2:21][OH:22].